This data is from Forward reaction prediction with 1.9M reactions from USPTO patents (1976-2016). The task is: Predict the product of the given reaction. Given the reactants [F:1][C:2]1[CH:3]=[C:4]([CH:16]=[CH:17][CH:18]=1)[CH2:5][C:6]1[O:10][N:9]=[C:8]([C:11]([O:13]CC)=[O:12])[CH:7]=1.[OH-].[Na+], predict the reaction product. The product is: [F:1][C:2]1[CH:3]=[C:4]([CH:16]=[CH:17][CH:18]=1)[CH2:5][C:6]1[O:10][N:9]=[C:8]([C:11]([OH:13])=[O:12])[CH:7]=1.